From a dataset of Catalyst prediction with 721,799 reactions and 888 catalyst types from USPTO. Predict which catalyst facilitates the given reaction. (1) Reactant: C(OC([N:8]1[CH2:13][CH2:12][N:11]([C:14]2[CH:19]=[CH:18][CH:17]=[C:16]([Cl:20])[CH:15]=2)[C:10](=[O:21])[CH2:9]1)=O)(C)(C)C.Cl. Product: [Cl:20][C:16]1[CH:15]=[C:14]([N:11]2[CH2:12][CH2:13][NH:8][CH2:9][C:10]2=[O:21])[CH:19]=[CH:18][CH:17]=1. The catalyst class is: 25. (2) Reactant: Cl[C:2]1[N:7]=[CH:6][N:5]=[C:4]([NH:8][C:9]2[S:13][CH:12]=[N:11][C:10]=2[C:14]([O:16][CH2:17][CH3:18])=[O:15])[N:3]=1.[C:19]([C:21]1[CH:41]=[C:40](B2OC(C)(C)C(C)(C)O2)[CH:39]=[CH:38][C:22]=1[O:23][C@H:24]1[CH2:29][CH2:28][N:27]([C:30]([O:32][C:33]([CH3:36])([CH3:35])[CH3:34])=[O:31])[CH2:26][C@H:25]1[F:37])#[N:20].C(=O)([O-])[O-].[Na+].[Na+]. Product: [C:33]([O:32][C:30]([N:27]1[CH2:28][CH2:29][C@H:24]([O:23][C:22]2[CH:38]=[CH:39][C:40]([C:2]3[N:7]=[CH:6][N:5]=[C:4]([NH:8][C:9]4[S:13][CH:12]=[N:11][C:10]=4[C:14]([O:16][CH2:17][CH3:18])=[O:15])[N:3]=3)=[CH:41][C:21]=2[C:19]#[N:20])[C@H:25]([F:37])[CH2:26]1)=[O:31])([CH3:36])([CH3:34])[CH3:35]. The catalyst class is: 104. (3) Reactant: [CH:1]1([CH2:6][CH:7]([C:11]2[CH:16]=[CH:15][C:14]([O:17][C:18]3[CH:23]=[CH:22][CH:21]=[CH:20][CH:19]=3)=[CH:13][CH:12]=2)[C:8](O)=[O:9])[CH2:5][CH2:4][CH2:3][CH2:2]1.[CH2:24]([O:26][C:27]([C:29]1[N:30]=[C:31]([NH2:34])[S:32][CH:33]=1)=[O:28])[CH3:25].F[P-](F)(F)(F)(F)F.N1(O[P+](N(C)C)(N(C)C)N(C)C)C2C=CC=CC=2N=N1.C(N(CC)CC)C. Product: [CH2:24]([O:26][C:27]([C:29]1[N:30]=[C:31]([NH:34][C:8](=[O:9])[CH:7]([C:11]2[CH:12]=[CH:13][C:14]([O:17][C:18]3[CH:23]=[CH:22][CH:21]=[CH:20][CH:19]=3)=[CH:15][CH:16]=2)[CH2:6][CH:1]2[CH2:5][CH2:4][CH2:3][CH2:2]2)[S:32][CH:33]=1)=[O:28])[CH3:25]. The catalyst class is: 34. (4) Reactant: [CH3:1][O:2][C:3]1[CH:4]=[C:5]([CH2:11][CH2:12][CH2:13][C:14](O)=[O:15])[CH:6]=[CH:7][C:8]=1[O:9][CH3:10].B.C1COCC1. Product: [CH3:1][O:2][C:3]1[CH:4]=[C:5]([CH2:11][CH2:12][CH2:13][CH2:14][OH:15])[CH:6]=[CH:7][C:8]=1[O:9][CH3:10]. The catalyst class is: 1. (5) Reactant: [CH2:1]([O:3][C:4](=[O:13])[CH2:5][CH:6]([CH:11]=O)[CH2:7][CH2:8][CH2:9][CH3:10])[CH3:2].Cl.[CH2:15]([O:22][NH2:23])[C:16]1[CH:21]=[CH:20][CH:19]=[CH:18][CH:17]=1.N1C=CC=CC=1. Product: [CH2:1]([O:3][C:4](=[O:13])[CH2:5][CH:6]([CH:11]=[N:23][O:22][CH2:15][C:16]1[CH:21]=[CH:20][CH:19]=[CH:18][CH:17]=1)[CH2:7][CH2:8][CH2:9][CH3:10])[CH3:2]. The catalyst class is: 683. (6) Reactant: [CH3:1][O:2][C:3]1[CH:8]=[CH:7][C:6]([N:9]2[C:13]3[N:14]=[C:15]([CH3:21])[CH:16]=[C:17]([C:18](O)=[O:19])[C:12]=3[C:11]([CH3:22])=[N:10]2)=[CH:5][CH:4]=1.[NH2:23][C:24]1[C:25]([CH3:31])=[N:26][CH:27]=[CH:28][C:29]=1[CH3:30].O=P(Cl)(Cl)Cl. Product: [CH3:31][C:25]1[C:24]([NH:23][C:18]([C:17]2[C:12]3[C:11]([CH3:22])=[N:10][N:9]([C:6]4[CH:5]=[CH:4][C:3]([O:2][CH3:1])=[CH:8][CH:7]=4)[C:13]=3[N:14]=[C:15]([CH3:21])[CH:16]=2)=[O:19])=[C:29]([CH3:30])[CH:28]=[CH:27][N:26]=1. The catalyst class is: 17. (7) Reactant: [C:1]([C:4]1[CH:5]=[C:6]([C:30]2[CH:35]=[CH:34][C:33]([OH:36])=[C:32]([Cl:37])[CH:31]=2)[CH:7]=[C:8]2[C:16]=1[NH:15][C:14]1[CH:13]=[C:12]([N:17]3[CH2:22][CH2:21][N:20]([C:23]([O:25][C:26]([CH3:29])([CH3:28])[CH3:27])=[O:24])[CH2:19][CH2:18]3)[CH:11]=[CH:10][C:9]2=1)(=[O:3])[NH2:2].C([O-])([O-])=O.[K+].[K+].[Br:44][CH2:45][CH2:46]Br.O.C(O)(=O)CC(CC(O)=O)(C(O)=O)O. Product: [Br:44][CH2:45][CH2:46][O:36][C:33]1[CH:34]=[CH:35][C:30]([C:6]2[CH:7]=[C:8]3[C:16](=[C:4]([C:1](=[O:3])[NH2:2])[CH:5]=2)[NH:15][C:14]2[CH:13]=[C:12]([N:17]4[CH2:18][CH2:19][N:20]([C:23]([O:25][C:26]([CH3:29])([CH3:28])[CH3:27])=[O:24])[CH2:21][CH2:22]4)[CH:11]=[CH:10][C:9]3=2)=[CH:31][C:32]=1[Cl:37]. The catalyst class is: 3. (8) Reactant: Cl[C:2]1[NH:6][N:5]=[C:4]([C:7]([NH:9][C:10]2[CH:15]=[CH:14][C:13]([N+:16]([O-])=O)=[CH:12][N:11]=2)=[O:8])[CH:3]=1.CN(C=O)C. Product: [NH2:16][C:13]1[CH:14]=[CH:15][C:10]([NH:9][C:7]([C:4]2[CH:3]=[CH:2][NH:6][N:5]=2)=[O:8])=[N:11][CH:12]=1. The catalyst class is: 707. (9) The catalyst class is: 19. Reactant: [CH3:1][N:2]([CH3:18])[C:3](=[O:17])[C:4]1[CH:9]=[CH:8][C:7]([N+:10]([O-])=O)=[CH:6][C:5]=1[C:13]([F:16])([F:15])[F:14]. Product: [NH2:10][C:7]1[CH:8]=[CH:9][C:4]([C:3]([N:2]([CH3:1])[CH3:18])=[O:17])=[C:5]([C:13]([F:14])([F:15])[F:16])[CH:6]=1.